From a dataset of Catalyst prediction with 721,799 reactions and 888 catalyst types from USPTO. Predict which catalyst facilitates the given reaction. (1) Reactant: [N+:1]([C:4]1[CH:30]=[CH:29][CH:28]=[CH:27][C:5]=1[C:6]([NH:8][C:9]1[CH:10]=[C:11]2[C:15](=[CH:16][CH:17]=1)[N:14]([C:18](=[O:26])[CH2:19][C:20]1[CH:25]=[CH:24][CH:23]=[CH:22][N:21]=1)[CH2:13][CH2:12]2)=[O:7])([O-])=O. Product: [NH2:1][C:4]1[CH:30]=[CH:29][CH:28]=[CH:27][C:5]=1[C:6]([NH:8][C:9]1[CH:10]=[C:11]2[C:15](=[CH:16][CH:17]=1)[N:14]([C:18](=[O:26])[CH2:19][C:20]1[CH:25]=[CH:24][CH:23]=[CH:22][N:21]=1)[CH2:13][CH2:12]2)=[O:7]. The catalyst class is: 541. (2) Reactant: [H-].[Na+].[F:3][C:4]1[CH:9]=[CH:8][C:7]([NH:10][C:11](=[O:13])[CH3:12])=[CH:6][C:5]=1[N+:14]([O-:16])=[O:15].[CH3:17]I. Product: [F:3][C:4]1[CH:9]=[CH:8][C:7]([N:10]([CH3:17])[C:11](=[O:13])[CH3:12])=[CH:6][C:5]=1[N+:14]([O-:16])=[O:15]. The catalyst class is: 1. (3) Product: [C:16]([NH:15][C:12]1[S:13][CH:14]=[C:10]([CH2:9][CH2:8][C:6]2[S:7][C:3](/[CH:1]=[CH:39]/[C:40]([O:42][CH3:43])=[O:41])=[C:4]([CH3:19])[CH:5]=2)[N:11]=1)(=[O:18])[CH3:17]. Reactant: [CH:1]([C:3]1[S:7][C:6]([CH2:8][CH2:9][C:10]2[N:11]=[C:12]([NH:15][C:16](=[O:18])[CH3:17])[S:13][CH:14]=2)=[CH:5][C:4]=1[CH3:19])=O.C1(P(=[CH:39][C:40]([O:42][CH3:43])=[O:41])(C2C=CC=CC=2)C2C=CC=CC=2)C=CC=CC=1. The catalyst class is: 22.